From a dataset of Reaction yield outcomes from USPTO patents with 853,638 reactions. Predict the reaction yield, written as a fraction of the theoretical maximum amount of product (1.0 means a 100% yield; for example, 0.34 means a 34% yield). (1) The reactants are Br[C:2]1[C:7]([C:8]2[CH:13]=[CH:12][CH:11]=[CH:10][CH:9]=2)=[CH:6][C:5]([N+:14]([O-:16])=[O:15])=[CH:4][N:3]=1.C1(B2OC(C)(C)[C:22](C)(C)[O:21]2)CC1.C([O-])([O-])=O.[K+].[K+]. The catalyst is C1C=CC([P]([Pd]([P](C2C=CC=CC=2)(C2C=CC=CC=2)C2C=CC=CC=2)([P](C2C=CC=CC=2)(C2C=CC=CC=2)C2C=CC=CC=2)[P](C2C=CC=CC=2)(C2C=CC=CC=2)C2C=CC=CC=2)(C2C=CC=CC=2)C2C=CC=CC=2)=CC=1.C1(C)C=CC=CC=1.CO. The product is [CH3:22][O:21][C:2]1[C:7]([C:8]2[CH:13]=[CH:12][CH:11]=[CH:10][CH:9]=2)=[CH:6][C:5]([N+:14]([O-:16])=[O:15])=[CH:4][N:3]=1. The yield is 0.550. (2) The reactants are [Cl:1][C:2]1[CH:7]=[CH:6][C:5]([S:8][CH2:9][CH2:10][C:11]([O:13]C)=[O:12])=[C:4]([NH:15][S:16]([C:19]2[CH:24]=[CH:23][C:22]([Cl:25])=[CH:21][C:20]=2[F:26])(=[O:18])=[O:17])[CH:3]=1.[Li+].[OH-].Cl. The catalyst is C1COCC1.O. The product is [Cl:1][C:2]1[CH:7]=[CH:6][C:5]([S:8][CH2:9][CH2:10][C:11]([OH:13])=[O:12])=[C:4]([NH:15][S:16]([C:19]2[CH:24]=[CH:23][C:22]([Cl:25])=[CH:21][C:20]=2[F:26])(=[O:18])=[O:17])[CH:3]=1. The yield is 0.950. (3) The reactants are [H-].[Na+].[S:3]1[CH2:7][C:6](=[O:8])[NH:5][C:4]1=[O:9].Br[CH2:11][C:12]([C:14]1[CH:19]=[CH:18][C:17]([Cl:20])=[CH:16][CH:15]=1)=[O:13].C(OCC)(=O)C. The catalyst is CN(C=O)C.CCCCCC.O. The product is [Cl:20][C:17]1[CH:18]=[CH:19][C:14]([C:12](=[O:13])[CH2:11][N:5]2[C:6](=[O:8])[CH2:7][S:3][C:4]2=[O:9])=[CH:15][CH:16]=1. The yield is 0.850. (4) The reactants are CCN(CC)CC.[SH:8][CH2:9][C:10]([OH:12])=[O:11].Cl[C:14]1[CH:19]=[CH:18][C:17]([N+:20]([O-:22])=[O:21])=[CH:16][C:15]=1[N+:23]([O-:25])=[O:24].O. The catalyst is O1CCOCC1. The product is [N+:20]([C:17]1[CH:16]=[C:15]([N+:23]([O-:25])=[O:24])[CH:14]=[CH:19][C:18]=1[S:8][CH2:9][C:10]([OH:12])=[O:11])([O-:22])=[O:21]. The yield is 0.740.